Task: Binary Classification. Given a drug SMILES string, predict its activity (active/inactive) in a high-throughput screening assay against a specified biological target.. Dataset: KCNQ2 potassium channel screen with 302,405 compounds The compound is O=C1N(CC(CC1)C(=O)NCc1ccc(OC)cc1)CCCN1CCCC1=O. The result is 0 (inactive).